This data is from Forward reaction prediction with 1.9M reactions from USPTO patents (1976-2016). The task is: Predict the product of the given reaction. Given the reactants [F:1][C:2]1[CH:7]=[CH:6][C:5]([CH2:8][C:9]2[CH:18]=[C:17]3[C:12]([C:13]([OH:26])=[C:14]([C:21](OCC)=[O:22])[C:15](=[O:20])[N:16]3[CH3:19])=[N:11][CH:10]=2)=[CH:4][CH:3]=1.CN1C(=O)CCC1.[CH2:34]([CH2:36][NH2:37])[OH:35].Cl, predict the reaction product. The product is: [F:1][C:2]1[CH:7]=[CH:6][C:5]([CH2:8][C:9]2[CH:18]=[C:17]3[C:12]([C:13]([OH:26])=[C:14]([C:21]([NH:37][CH2:36][CH2:34][OH:35])=[O:22])[C:15](=[O:20])[N:16]3[CH3:19])=[N:11][CH:10]=2)=[CH:4][CH:3]=1.